The task is: Regression. Given a peptide amino acid sequence and an MHC pseudo amino acid sequence, predict their binding affinity value. This is MHC class I binding data.. This data is from Peptide-MHC class I binding affinity with 185,985 pairs from IEDB/IMGT. (1) The peptide sequence is VYDFWVWL. The binding affinity (normalized) is 0.438. The MHC is H-2-Kb with pseudo-sequence H-2-Kb. (2) The peptide sequence is PYCNYTKFW. The MHC is HLA-A29:02 with pseudo-sequence HLA-A29:02. The binding affinity (normalized) is 0.132.